This data is from Catalyst prediction with 721,799 reactions and 888 catalyst types from USPTO. The task is: Predict which catalyst facilitates the given reaction. (1) Reactant: [F:1][C:2]1[C:7]([N:8]2[CH2:13][CH2:12][O:11][CH2:10][CH2:9]2)=[CH:6][C:5]([N:14]2[CH2:18][C@H:17]([CH2:19][NH:20][C:21](=[O:23])[CH3:22])[O:16][C:15]2=[O:24])=[C:4]([N+:25]([O-])=O)[CH:3]=1.[H][H]. Product: [NH2:25][C:4]1[CH:3]=[C:2]([F:1])[C:7]([N:8]2[CH2:13][CH2:12][O:11][CH2:10][CH2:9]2)=[CH:6][C:5]=1[N:14]1[CH2:18][C@H:17]([CH2:19][NH:20][C:21](=[O:23])[CH3:22])[O:16][C:15]1=[O:24]. The catalyst class is: 43. (2) Reactant: [CH3:1][O:2][C:3]([C@@H:5]([N:13]1[CH2:21][C:17]2[CH:18]=[CH:19][S:20][C:16]=2[CH2:15][CH2:14]1)[C:6]1[CH:7]=[CH:8][CH:9]=[CH:10][C:11]=1[Cl:12])=[O:4].[BrH:22]. Product: [CH3:1][O:2][C:3]([C@@H:5]([N:13]1[CH2:21][C:17]2[CH:18]=[CH:19][S:20][C:16]=2[CH2:15][CH2:14]1)[C:6]1[C:11]([Cl:12])=[CH:10][CH:9]=[CH:8][CH:7]=1)=[O:4].[BrH:22]. The catalyst class is: 740. (3) Reactant: [C:1]([O:5][C:6](=[O:28])[NH:7][C@H:8]1[CH2:14][O:13][C:12]2[CH:15]=[CH:16][C:17]([C:19](=O)[NH:20][CH2:21][CH2:22][C:23]#[N:24])=[CH:18][C:11]=2[N:10]([CH3:26])[C:9]1=[O:27])([CH3:4])([CH3:3])[CH3:2].N1C=CC=CC=1.P(Cl)(Cl)(Cl)(Cl)Cl.[Si]([N:45]=[N+:46]=[N-:47])(C)(C)C. Product: [C:1]([O:5][C:6](=[O:28])[NH:7][C@H:8]1[CH2:14][O:13][C:12]2[CH:15]=[CH:16][C:17]([C:19]3[N:20]([CH2:21][CH2:22][C:23]#[N:24])[N:47]=[N:46][N:45]=3)=[CH:18][C:11]=2[N:10]([CH3:26])[C:9]1=[O:27])([CH3:4])([CH3:3])[CH3:2]. The catalyst class is: 2. (4) Reactant: Cl.[CH2:2]([N:9]1[CH2:16][CH:15]2[CH:11]([CH2:12][NH:13][CH2:14]2)[CH2:10]1)[C:3]1[CH:8]=[CH:7][CH:6]=[CH:5][CH:4]=1.C(N(C(C)C)CC)(C)C.Cl[C:27]1[CH:32]=[CH:31][C:30]2=[N:33][N:34]=[C:35]([C:36]([F:39])([F:38])[F:37])[N:29]2[N:28]=1. Product: [CH2:2]([N:9]1[CH2:10][CH:11]2[CH2:12][N:13]([C:27]3[CH:32]=[CH:31][C:30]4=[N:33][N:34]=[C:35]([C:36]([F:39])([F:37])[F:38])[N:29]4[N:28]=3)[CH2:14][CH:15]2[CH2:16]1)[C:3]1[CH:8]=[CH:7][CH:6]=[CH:5][CH:4]=1. The catalyst class is: 8.